This data is from Full USPTO retrosynthesis dataset with 1.9M reactions from patents (1976-2016). The task is: Predict the reactants needed to synthesize the given product. (1) Given the product [NH3:7].[CH2:12]([N:7]1[CH2:8][CH2:9][CH2:10][CH2:11][CH:5]([CH2:3][OH:2])[CH2:6]1)[C:13]1[CH:18]=[CH:17][CH:16]=[CH:15][CH:14]=1, predict the reactants needed to synthesize it. The reactants are: C[O:2][C:3]([CH:5]1[CH2:11][CH2:10][CH2:9][CH2:8][N:7]([CH2:12][C:13]2[CH:18]=[CH:17][CH:16]=[CH:15][CH:14]=2)[C:6]1=O)=O.[H-].[H-].[H-].[H-].[Li+].[Al+3]. (2) Given the product [S:46]1[CH:47]=[CH:48][N:49]=[C:45]1[NH:44][C:41]([C:33]1[C:32]2[C:36](=[CH:37][C:29]([F:28])=[CH:30][CH:31]=2)[N:35]([CH:38]([CH3:39])[CH3:40])[CH:34]=1)=[O:43], predict the reactants needed to synthesize it. The reactants are: C1(P(C2C=CC=CC=2)C2C=CC=CC=2)C=CC=CC=1.BrN1C(=O)CCC1=O.[F:28][C:29]1[CH:37]=[C:36]2[C:32]([C:33]([C:41]([OH:43])=O)=[CH:34][N:35]2[CH:38]([CH3:40])[CH3:39])=[CH:31][CH:30]=1.[NH2:44][C:45]1[S:46][CH:47]=[CH:48][N:49]=1.